From a dataset of Peptide-MHC class I binding affinity with 185,985 pairs from IEDB/IMGT. Regression. Given a peptide amino acid sequence and an MHC pseudo amino acid sequence, predict their binding affinity value. This is MHC class I binding data. (1) The peptide sequence is GRKTPLLCF. The MHC is HLA-A01:01 with pseudo-sequence HLA-A01:01. The binding affinity (normalized) is 0.0847. (2) The peptide sequence is LLDEPTNNL. The MHC is HLA-A02:11 with pseudo-sequence HLA-A02:11. The binding affinity (normalized) is 1.00. (3) The peptide sequence is SGVEKPGGYCL. The MHC is H-2-Db with pseudo-sequence H-2-Db. The binding affinity (normalized) is 0. (4) The binding affinity (normalized) is 0.0847. The MHC is HLA-B08:01 with pseudo-sequence HLA-B08:01. The peptide sequence is ELFYILIAK. (5) The peptide sequence is KMKELSPRW. The MHC is HLA-B07:02 with pseudo-sequence HLA-B07:02. The binding affinity (normalized) is 0.0847. (6) The peptide sequence is TTLRYPIGK. The MHC is HLA-A30:01 with pseudo-sequence HLA-A30:01. The binding affinity (normalized) is 0.594. (7) The binding affinity (normalized) is 0.0847. The peptide sequence is SLMSRVVYK. The MHC is HLA-A02:19 with pseudo-sequence HLA-A02:19. (8) The peptide sequence is FVGRYCSPT. The MHC is HLA-A02:02 with pseudo-sequence HLA-A02:02. The binding affinity (normalized) is 0.414.